Dataset: Catalyst prediction with 721,799 reactions and 888 catalyst types from USPTO. Task: Predict which catalyst facilitates the given reaction. (1) Reactant: [H-].[Na+].[CH3:3][C:4]1[CH:9]=[CH:8][CH:7]=[C:6]([CH3:10])[C:5]=1[C:11]1[CH:16]=[CH:15][CH:14]=[C:13]([CH2:17][OH:18])[CH:12]=1.Cl[C:20]1[CH:27]=[CH:26][C:23]([C:24]#[N:25])=[CH:22][N:21]=1. Product: [CH3:10][C:6]1[CH:7]=[CH:8][CH:9]=[C:4]([CH3:3])[C:5]=1[C:11]1[CH:16]=[CH:15][CH:14]=[C:13]([CH2:17][O:18][C:20]2[CH:27]=[CH:26][C:23]([C:24]#[N:25])=[CH:22][N:21]=2)[CH:12]=1. The catalyst class is: 1. (2) Reactant: C1(P(C2C=CC=CC=2)C2C=CC=CC=2)C=CC=CC=1.II.CCN(CC)CC.[Cl:29][C:30]1[C:31]([CH3:57])=[C:32]([NH:38][C@H:39]([C:53]([OH:56])([CH3:55])[CH3:54])[C:40]([NH:42][NH:43][C:44](=[O:52])[C:45]2[CH:50]=[CH:49][C:48]([F:51])=[CH:47][CH:46]=2)=O)[CH:33]=[CH:34][C:35]=1[C:36]#[N:37]. Product: [Cl:29][C:30]1[C:31]([CH3:57])=[C:32]([NH:38][C@@H:39]([C:40]2[O:52][C:44]([C:45]3[CH:50]=[CH:49][C:48]([F:51])=[CH:47][CH:46]=3)=[N:43][N:42]=2)[C:53]([OH:56])([CH3:55])[CH3:54])[CH:33]=[CH:34][C:35]=1[C:36]#[N:37]. The catalyst class is: 168.